Dataset: Full USPTO retrosynthesis dataset with 1.9M reactions from patents (1976-2016). Task: Predict the reactants needed to synthesize the given product. Given the product [CH2:17]([N:19]1[C:9]([C:5]2[CH:4]=[C:3]([N+:2]([O-:16])=[O:1])[CH:8]=[CH:7][CH:6]=2)=[CH:10][N:11]=[C:12]1[CH3:13])[CH3:18], predict the reactants needed to synthesize it. The reactants are: [OH:1][N:2]([O-:16])[C:3]1[CH:4]=[C:5]([C:9](=O)[CH2:10][NH:11][C:12](=O)[CH3:13])[CH:6]=[CH:7][CH:8]=1.[CH2:17]([NH2:19])[CH3:18].